This data is from TCR-epitope binding with 47,182 pairs between 192 epitopes and 23,139 TCRs. The task is: Binary Classification. Given a T-cell receptor sequence (or CDR3 region) and an epitope sequence, predict whether binding occurs between them. The epitope is QVPLRPMTYK. The TCR CDR3 sequence is CASSPGTAEAFF. Result: 0 (the TCR does not bind to the epitope).